Dataset: Forward reaction prediction with 1.9M reactions from USPTO patents (1976-2016). Task: Predict the product of the given reaction. (1) Given the reactants C(O[C@@H:5]1[O:22][C@H:21]([CH2:23][O:24][C:25](=[O:27])[CH3:26])[C@@H:16]([O:17][C:18](=[O:20])[CH3:19])[C@H:11]([O:12][C:13](=[O:15])[CH3:14])[C@H:6]1[O:7][C:8](=[O:10])[CH3:9])(=O)C.[Al+3].[Cl-:29].[Cl-].[Cl-].C1(C)C=CC=CC=1.[Si](O)(O)(O)O, predict the reaction product. The product is: [CH3:26][C:25]([O:24][CH2:23][C@H:21]1[O:22][C@@H:5]([Cl:29])[C@H:6]([O:7][C:8]([CH3:9])=[O:10])[C@@H:11]([O:12][C:13]([CH3:14])=[O:15])[C@@H:16]1[O:17][C:18]([CH3:19])=[O:20])=[O:27]. (2) Given the reactants [CH3:1][O:2][C:3]1[CH:4]=[C:5]2[C:10](=[CH:11][CH:12]=1)[CH:9]=[C:8](B(O)O)[CH:7]=[CH:6]2.Br[C:17]1[CH:18]=[C:19]([CH:21]=[CH:22][CH:23]=1)[NH2:20].C([O-])([O-])=O.[Na+].[Na+], predict the reaction product. The product is: [CH3:1][O:2][C:3]1[CH:4]=[C:5]2[C:10](=[CH:11][CH:12]=1)[CH:9]=[C:8]([C:17]1[CH:18]=[C:19]([NH2:20])[CH:21]=[CH:22][CH:23]=1)[CH:7]=[CH:6]2. (3) Given the reactants [Li+].CC([N-]C(C)C)C.[C:9]([CH:12]1[CH2:17][CH2:16][N:15]([C:18]([O:20][C:21]([CH3:24])([CH3:23])[CH3:22])=[O:19])[CH2:14][CH2:13]1)(=[O:11])[CH3:10].[CH3:25][Si:26](Cl)([CH3:28])[CH3:27], predict the reaction product. The product is: [CH3:25][Si:26]([CH3:28])([CH3:27])[O:11][C:9]([CH:12]1[CH2:13][CH2:14][N:15]([C:18]([O:20][C:21]([CH3:24])([CH3:23])[CH3:22])=[O:19])[CH2:16][CH2:17]1)=[CH2:10]. (4) Given the reactants [CH2:1]([O:3][C:4]([C:6]1([C:9]2[CH:14]=[CH:13][C:12]([C:15]3[CH:20]=[CH:19][C:18]([C:21]4[O:25][N:24]=[C:23]([CH3:26])[C:22]=4[NH:27][C:28]4[CH:33]=[CH:32][CH:31]=[C:30](Br)[N:29]=4)=[CH:17][CH:16]=3)=[CH:11][CH:10]=2)[CH2:8][CH2:7]1)=[O:5])[CH3:2].[C:35]1([C:41]#[CH:42])[CH:40]=[CH:39][CH:38]=[CH:37][CH:36]=1.C(N(CC)CC)C, predict the reaction product. The product is: [CH2:1]([O:3][C:4]([C:6]1([C:9]2[CH:14]=[CH:13][C:12]([C:15]3[CH:20]=[CH:19][C:18]([C:21]4[O:25][N:24]=[C:23]([CH3:26])[C:22]=4[NH:27][C:28]4[CH:33]=[CH:32][CH:31]=[C:30]([C:42]#[C:41][C:35]5[CH:40]=[CH:39][CH:38]=[CH:37][CH:36]=5)[N:29]=4)=[CH:17][CH:16]=3)=[CH:11][CH:10]=2)[CH2:8][CH2:7]1)=[O:5])[CH3:2].